This data is from NCI-60 drug combinations with 297,098 pairs across 59 cell lines. The task is: Regression. Given two drug SMILES strings and cell line genomic features, predict the synergy score measuring deviation from expected non-interaction effect. (1) Drug 1: C1=CC(=CC=C1CCCC(=O)O)N(CCCl)CCCl. Drug 2: CC1=C2C(C(=O)C3(C(CC4C(C3C(C(C2(C)C)(CC1OC(=O)C(C(C5=CC=CC=C5)NC(=O)C6=CC=CC=C6)O)O)OC(=O)C7=CC=CC=C7)(CO4)OC(=O)C)O)C)OC(=O)C. Cell line: RXF 393. Synergy scores: CSS=19.6, Synergy_ZIP=-8.14, Synergy_Bliss=0.381, Synergy_Loewe=-9.64, Synergy_HSA=0.427. (2) Drug 1: CC1=C(C=C(C=C1)NC2=NC=CC(=N2)N(C)C3=CC4=NN(C(=C4C=C3)C)C)S(=O)(=O)N.Cl. Drug 2: CC1C(C(CC(O1)OC2CC(OC(C2O)C)OC3=CC4=CC5=C(C(=O)C(C(C5)C(C(=O)C(C(C)O)O)OC)OC6CC(C(C(O6)C)O)OC7CC(C(C(O7)C)O)OC8CC(C(C(O8)C)O)(C)O)C(=C4C(=C3C)O)O)O)O. Cell line: RPMI-8226. Synergy scores: CSS=-2.89, Synergy_ZIP=37.8, Synergy_Bliss=33.1, Synergy_Loewe=27.0, Synergy_HSA=25.6. (3) Drug 1: CC1=C2C(C(=O)C3(C(CC4C(C3C(C(C2(C)C)(CC1OC(=O)C(C(C5=CC=CC=C5)NC(=O)OC(C)(C)C)O)O)OC(=O)C6=CC=CC=C6)(CO4)OC(=O)C)O)C)O. Drug 2: CNC(=O)C1=NC=CC(=C1)OC2=CC=C(C=C2)NC(=O)NC3=CC(=C(C=C3)Cl)C(F)(F)F. Cell line: SK-MEL-2. Synergy scores: CSS=42.2, Synergy_ZIP=25.6, Synergy_Bliss=31.7, Synergy_Loewe=13.6, Synergy_HSA=15.4. (4) Drug 1: C1=NC2=C(N1)C(=S)N=CN2. Drug 2: CC(C)CN1C=NC2=C1C3=CC=CC=C3N=C2N. Cell line: A549. Synergy scores: CSS=32.3, Synergy_ZIP=-8.39, Synergy_Bliss=2.39, Synergy_Loewe=1.47, Synergy_HSA=1.62. (5) Drug 1: CCC(=C(C1=CC=CC=C1)C2=CC=C(C=C2)OCCN(C)C)C3=CC=CC=C3.C(C(=O)O)C(CC(=O)O)(C(=O)O)O. Drug 2: CCN(CC)CCNC(=O)C1=C(NC(=C1C)C=C2C3=C(C=CC(=C3)F)NC2=O)C. Cell line: NCI-H522. Synergy scores: CSS=0.0615, Synergy_ZIP=1.56, Synergy_Bliss=2.15, Synergy_Loewe=-2.29, Synergy_HSA=-2.93. (6) Drug 1: C1=C(C(=O)NC(=O)N1)N(CCCl)CCCl. Drug 2: C(CC(=O)O)C(=O)CN.Cl. Cell line: HL-60(TB). Synergy scores: CSS=51.8, Synergy_ZIP=-4.29, Synergy_Bliss=-15.1, Synergy_Loewe=-44.3, Synergy_HSA=-15.0.